This data is from Reaction yield outcomes from USPTO patents with 853,638 reactions. The task is: Predict the reaction yield, written as a fraction of the theoretical maximum amount of product (1.0 means a 100% yield; for example, 0.34 means a 34% yield). (1) The reactants are [N+:1]([C:4]1[CH:5]=[N:6][C:7]([NH:10][CH2:11][CH2:12][C@H:13]2[CH2:15][C@@H:14]2[CH:16]2[CH2:21][CH2:20][N:19]([C:22]([O:24][C:25]([CH3:28])([CH3:27])[CH3:26])=[O:23])[CH2:18][CH2:17]2)=[N:8][CH:9]=1)([O-])=O. The catalyst is [Pd].CO. The product is [NH2:1][C:4]1[CH:9]=[N:8][C:7]([NH:10][CH2:11][CH2:12][C@H:13]2[CH2:15][C@@H:14]2[CH:16]2[CH2:21][CH2:20][N:19]([C:22]([O:24][C:25]([CH3:28])([CH3:27])[CH3:26])=[O:23])[CH2:18][CH2:17]2)=[N:6][CH:5]=1. The yield is 0.940. (2) The reactants are [F:1][C:2]1[CH:3]=[CH:4][C:5]([NH:8][C:9](=[O:14])[C:10]([CH3:13])([CH3:12])[CH3:11])=[N:6][CH:7]=1.C([Li])(C)(C)C.C(C1C=CC(S([N:41]=[N+:42]=[N-:43])(=O)=O)=CC=1)CCCCCCCCCCC.[NH4+].[Cl-]. The catalyst is O1CCCC1. The product is [N:41]([C:4]1[C:5]([NH:8][C:9](=[O:14])[C:10]([CH3:11])([CH3:13])[CH3:12])=[N:6][CH:7]=[C:2]([F:1])[CH:3]=1)=[N+:42]=[N-:43]. The yield is 0.420. (3) The reactants are Cl[CH2:2][CH2:3][C:4]1[CH:9]=[CH:8][CH:7]=[CH:6][CH:5]=1.[Mg].II.[CH3:13][C:14]([CH3:34])([CH3:33])[CH2:15][C:16]([NH:18][C:19]1[C:20]([CH3:32])=[C:21]([CH3:31])[C:22]2[O:26][C:25]([CH3:28])([CH3:27])[C:24](=[O:29])[C:23]=2[CH:30]=1)=[O:17]. The catalyst is C1COCC1. The product is [OH:29][C:24]1([CH2:2][CH2:3][C:4]2[CH:9]=[CH:8][CH:7]=[CH:6][CH:5]=2)[C:23]2[CH:30]=[C:19]([NH:18][C:16](=[O:17])[CH2:15][C:14]([CH3:34])([CH3:33])[CH3:13])[C:20]([CH3:32])=[C:21]([CH3:31])[C:22]=2[O:26][C:25]1([CH3:27])[CH3:28]. The yield is 0.510. (4) The reactants are [N:1]([CH2:4][CH2:5][CH2:6][C:7]1([C:26]2[CH:31]=[CH:30][CH:29]=[CH:28][CH:27]=2)[N:11]([C:12](=[O:17])[C:13]([CH3:16])([CH3:15])[CH3:14])[N:10]=[C:9]([C:18]2[CH:23]=[C:22]([F:24])[CH:21]=[CH:20][C:19]=2[F:25])[S:8]1)=[N+]=[N-].CO.[ClH:34]. The catalyst is [Pd]. The product is [ClH:34].[NH2:1][CH2:4][CH2:5][CH2:6][C:7]1([C:26]2[CH:31]=[CH:30][CH:29]=[CH:28][CH:27]=2)[N:11]([C:12](=[O:17])[C:13]([CH3:16])([CH3:14])[CH3:15])[N:10]=[C:9]([C:18]2[CH:23]=[C:22]([F:24])[CH:21]=[CH:20][C:19]=2[F:25])[S:8]1. The yield is 0.950.